From a dataset of Forward reaction prediction with 1.9M reactions from USPTO patents (1976-2016). Predict the product of the given reaction. (1) Given the reactants [CH3:1][C:2]1[CH:9]=[CH:8][CH:7]=[C:4]([CH:5]=[O:6])[C:3]=1[OH:10].[CH:11](I)([CH3:13])[CH3:12].C([O-])([O-])=O.[K+].[K+], predict the reaction product. The product is: [CH3:1][C:2]1[C:3]([O:10][CH:11]([CH3:13])[CH3:12])=[C:4]([CH:7]=[CH:8][CH:9]=1)[CH:5]=[O:6]. (2) Given the reactants N[CH:2]1[CH:9]2[CH2:10][CH:5]3[CH2:6][CH:7]([CH2:11][C:3]1([OH:12])[CH2:4]3)[CH2:8]2.[Cl:13][C:14]1[CH:19]=[CH:18][CH:17]=[CH:16][C:15]=1[S:20]([N:23]1[CH2:28][CH2:27][CH2:26][C@H:25]([C:29]([OH:31])=O)[CH2:24]1)(=[O:22])=[O:21].O.O[N:34]1C2C=CC=CC=2N=N1.Cl.CN(C)CCCN=C=NCC, predict the reaction product. The product is: [OH:12][C:3]12[CH2:11][CH:7]3[CH2:6][CH:5]([CH2:10][C:9]([NH:34][C:29]([CH:25]4[CH2:26][CH2:27][CH2:28][N:23]([S:20]([C:15]5[CH:16]=[CH:17][CH:18]=[CH:19][C:14]=5[Cl:13])(=[O:22])=[O:21])[CH2:24]4)=[O:31])([CH2:8]3)[CH2:2]1)[CH2:4]2. (3) Given the reactants [Cl:1][C:2]1[CH:23]=[CH:22][C:5]([CH2:6][N:7]2[C:15]3[C:10](=[CH:11][CH:12]=[CH:13][CH:14]=3)[C:9]([CH3:16])=[C:8]2[C:17]([O:19]CC)=[O:18])=[CH:4][CH:3]=1.[OH-].[Na+].O.Cl, predict the reaction product. The product is: [Cl:1][C:2]1[CH:23]=[CH:22][C:5]([CH2:6][N:7]2[C:15]3[C:10](=[CH:11][CH:12]=[CH:13][CH:14]=3)[C:9]([CH3:16])=[C:8]2[C:17]([OH:19])=[O:18])=[CH:4][CH:3]=1.